This data is from NCI-60 drug combinations with 297,098 pairs across 59 cell lines. The task is: Regression. Given two drug SMILES strings and cell line genomic features, predict the synergy score measuring deviation from expected non-interaction effect. (1) Drug 1: C1=CC(=CC=C1CCCC(=O)O)N(CCCl)CCCl. Drug 2: CCC(=C(C1=CC=CC=C1)C2=CC=C(C=C2)OCCN(C)C)C3=CC=CC=C3.C(C(=O)O)C(CC(=O)O)(C(=O)O)O. Cell line: KM12. Synergy scores: CSS=9.64, Synergy_ZIP=-7.16, Synergy_Bliss=-6.78, Synergy_Loewe=-2.24, Synergy_HSA=-1.16. (2) Drug 1: CN(C)C1=NC(=NC(=N1)N(C)C)N(C)C. Drug 2: COCCOC1=C(C=C2C(=C1)C(=NC=N2)NC3=CC=CC(=C3)C#C)OCCOC.Cl. Cell line: SF-268. Synergy scores: CSS=-8.37, Synergy_ZIP=2.52, Synergy_Bliss=2.14, Synergy_Loewe=-5.40, Synergy_HSA=-4.15. (3) Drug 1: CC1C(C(CC(O1)OC2CC(OC(C2O)C)OC3=CC4=CC5=C(C(=O)C(C(C5)C(C(=O)C(C(C)O)O)OC)OC6CC(C(C(O6)C)O)OC7CC(C(C(O7)C)O)OC8CC(C(C(O8)C)O)(C)O)C(=C4C(=C3C)O)O)O)O. Drug 2: C1CCC(C(C1)N)N.C(=O)(C(=O)[O-])[O-].[Pt+4]. Cell line: 786-0. Synergy scores: CSS=28.2, Synergy_ZIP=-7.89, Synergy_Bliss=-1.85, Synergy_Loewe=-10.9, Synergy_HSA=0.547. (4) Drug 1: CN1C(=O)N2C=NC(=C2N=N1)C(=O)N. Drug 2: CN(CCCl)CCCl.Cl. Cell line: UACC-257. Synergy scores: CSS=2.07, Synergy_ZIP=-0.931, Synergy_Bliss=0.209, Synergy_Loewe=-3.69, Synergy_HSA=-0.275. (5) Drug 1: C1=CC=C(C=C1)NC(=O)CCCCCCC(=O)NO. Drug 2: CN1C2=C(C=C(C=C2)N(CCCl)CCCl)N=C1CCCC(=O)O.Cl. Cell line: CCRF-CEM. Synergy scores: CSS=35.0, Synergy_ZIP=4.48, Synergy_Bliss=8.99, Synergy_Loewe=-10.5, Synergy_HSA=3.28. (6) Drug 1: CN(CC1=CN=C2C(=N1)C(=NC(=N2)N)N)C3=CC=C(C=C3)C(=O)NC(CCC(=O)O)C(=O)O. Drug 2: CN(CCCl)CCCl.Cl. Cell line: NCI-H460. Synergy scores: CSS=67.0, Synergy_ZIP=-0.607, Synergy_Bliss=-1.06, Synergy_Loewe=-0.787, Synergy_HSA=0.668. (7) Drug 1: CN(C)C1=NC(=NC(=N1)N(C)C)N(C)C. Drug 2: CC12CCC3C(C1CCC2OP(=O)(O)O)CCC4=C3C=CC(=C4)OC(=O)N(CCCl)CCCl.[Na+]. Cell line: SF-539. Synergy scores: CSS=-4.27, Synergy_ZIP=-1.49, Synergy_Bliss=-5.20, Synergy_Loewe=-12.4, Synergy_HSA=-7.73.